From a dataset of Catalyst prediction with 721,799 reactions and 888 catalyst types from USPTO. Predict which catalyst facilitates the given reaction. (1) Reactant: [F:1][C:2]1[CH:7]=[CH:6][CH:5]=[CH:4][C:3]=1[NH:8][C:9]1[N:17]=[CH:16][CH:15]=[CH:14][C:10]=1[C:11]([OH:13])=O.Cl.[NH2:19][C:20]([CH3:25])([CH2:23][CH3:24])[C:21]#[CH:22].C1C=CC2N(O)N=NC=2C=1.CCN=C=NCCCN(C)C.CCN(C(C)C)C(C)C. Product: [F:1][C:2]1[CH:7]=[CH:6][CH:5]=[CH:4][C:3]=1[NH:8][C:9]1[N:17]=[CH:16][CH:15]=[CH:14][C:10]=1[C:11]([NH:19][C:20]([CH3:25])([CH2:23][CH3:24])[C:21]#[CH:22])=[O:13]. The catalyst class is: 2. (2) Reactant: [C:1]([C:4]1[CH:13]=[CH:12][C:11]([OH:14])=[C:10]2[C:5]=1[CH:6]=[CH:7][C:8](=[O:15])[NH:9]2)(=[O:3])[CH3:2].CC(C)=O.[CH2:20](Br)[C:21]1[CH:26]=[CH:25][CH:24]=[CH:23][CH:22]=1. Product: [C:1]([C:4]1[CH:13]=[CH:12][C:11]([O:14][CH2:20][C:21]2[CH:26]=[CH:25][CH:24]=[CH:23][CH:22]=2)=[C:10]2[C:5]=1[CH:6]=[CH:7][C:8](=[O:15])[NH:9]2)(=[O:3])[CH3:2]. The catalyst class is: 6. (3) Reactant: [Cl:1][C:2]1[CH:3]=[C:4]([CH2:9][C:10]([O:12][CH3:13])=[O:11])[CH:5]=[CH:6][C:7]=1[Cl:8].[H-].[Na+].[CH2:16]([O:18][C:19]([N:21]1[C:30]2[C:25](=[CH:26][C:27]([C:31]([F:34])([F:33])[F:32])=[CH:28][CH:29]=2)[CH:24](Br)[CH2:23][C@H:22]1[CH2:36][CH3:37])=[O:20])[CH3:17].Cl.[OH-].[Na+]. Product: [CH2:16]([O:18][C:19]([N:21]1[C:30]2[C:25](=[CH:26][C:27]([C:31]([F:34])([F:32])[F:33])=[CH:28][CH:29]=2)[C@@H:24]([C@@H:9]([C:4]2[CH:5]=[CH:6][C:7]([Cl:8])=[C:2]([Cl:1])[CH:3]=2)[C:10]([O:12][CH3:13])=[O:11])[CH2:23][C@H:22]1[CH2:36][CH3:37])=[O:20])[CH3:17]. The catalyst class is: 782. (4) Reactant: [NH2:1][C:2]1[C:7]([N+:8]([O-:10])=[O:9])=[CH:6][CH:5]=[CH:4][C:3]=1[OH:11].[F:12][C:13]([F:25])([F:24])[O:14][C:15]1[CH:16]=[C:17]([CH:21]=[CH:22][CH:23]=1)[C:18](O)=O.[OH-].[Na+]. Product: [N+:8]([C:7]1[C:2]2[N:1]=[C:18]([C:17]3[CH:21]=[CH:22][CH:23]=[C:15]([O:14][C:13]([F:12])([F:24])[F:25])[CH:16]=3)[O:11][C:3]=2[CH:4]=[CH:5][CH:6]=1)([O-:10])=[O:9]. The catalyst class is: 6. (5) Reactant: [N+:1]([C:4]1[CH:23]=[CH:22][C:7]([CH2:8][CH:9]([C:16]([O:18][CH:19]([CH3:21])[CH3:20])=[O:17])[C:10]([O:12][CH:13]([CH3:15])[CH3:14])=[O:11])=[CH:6][CH:5]=1)([O-:3])=[O:2].[H-].[Na+].I[CH3:27]. Product: [CH3:27][C:9]([CH2:8][C:7]1[CH:6]=[CH:5][C:4]([N+:1]([O-:3])=[O:2])=[CH:23][CH:22]=1)([C:16]([O:18][CH:19]([CH3:21])[CH3:20])=[O:17])[C:10]([O:12][CH:13]([CH3:15])[CH3:14])=[O:11]. The catalyst class is: 18. (6) Reactant: [CH3:1][O:2][C:3]1[CH:18]=[CH:17][C:6]([CH2:7][CH:8]([C:13]([O:15]C)=[O:14])[C:9](OC)=[O:10])=[C:5]([N+:19]([O-])=O)[CH:4]=1.[H][H]. Product: [CH3:1][O:2][C:3]1[CH:4]=[C:5]2[C:6]([CH2:7][CH:8]([C:13]([OH:15])=[O:14])[C:9](=[O:10])[NH:19]2)=[CH:17][CH:18]=1. The catalyst class is: 8. (7) Reactant: CC([N:5]([C@H:9]([C:12]([NH:14][C:15]1[CH:16]=[N:17][C:18]([O:21][C:22]2[CH:27]=[CH:26][C:25]([CH3:28])=[C:24]([O:29][CH3:30])[CH:23]=2)=[CH:19][CH:20]=1)=[O:13])[CH2:10][CH3:11])C(=O)[O-])(C)C.C(O)(C(F)(F)F)=O. Product: [NH2:5][C@@H:9]([CH2:10][CH3:11])[C:12]([NH:14][C:15]1[CH:16]=[N:17][C:18]([O:21][C:22]2[CH:27]=[CH:26][C:25]([CH3:28])=[C:24]([O:29][CH3:30])[CH:23]=2)=[CH:19][CH:20]=1)=[O:13]. The catalyst class is: 4. (8) Reactant: [NH2:1][C:2]1[N:7]=[C:6]([OH:8])[CH:5]=[CH:4][N:3]=1.C(N(CC)CC)C.[F:16][C:17]1[CH:18]=[N:19][C:20]([O:26][C:27]2[CH:32]=[CH:31][CH:30]=[C:29]([S:33][CH3:34])[CH:28]=2)=[C:21]([CH:25]=1)[C:22](O)=[O:23].Cl.CN(C)CCCN=C=NCC.ON1C2C=CC=CC=2N=N1. Product: [F:16][C:17]1[CH:18]=[N:19][C:20]([O:26][C:27]2[CH:32]=[CH:31][CH:30]=[C:29]([S:33][CH3:34])[CH:28]=2)=[C:21]([CH:25]=1)[C:22]([NH:1][C:2]1[N:7]=[C:6]([OH:8])[CH:5]=[CH:4][N:3]=1)=[O:23]. The catalyst class is: 9. (9) Reactant: [CH3:1][C:2]1[CH:7]=[CH:6][CH:5]=[CH:4][C:3]=1[C:8]1[C:17]([NH2:18])=[CH:16][CH:15]=[C:14]2[C:9]=1[CH:10]=[CH:11][C:12]([N:19]1[CH2:24][CH2:23][O:22][CH2:21][CH2:20]1)=[N:13]2.C(Cl)CCl.[F:29][C:30]([F:48])([F:47])[C:31]1[CH:32]=[C:33]([C:41]([CH3:46])([CH3:45])[C:42](O)=[O:43])[CH:34]=[C:35]([C:37]([F:40])([F:39])[F:38])[CH:36]=1. Product: [F:29][C:30]([F:47])([F:48])[C:31]1[CH:32]=[C:33]([C:41]([CH3:45])([CH3:46])[C:42]([NH:18][C:17]2[C:8]([C:3]3[CH:4]=[CH:5][CH:6]=[CH:7][C:2]=3[CH3:1])=[C:9]3[C:14](=[CH:15][CH:16]=2)[N:13]=[C:12]([N:19]2[CH2:24][CH2:23][O:22][CH2:21][CH2:20]2)[CH:11]=[CH:10]3)=[O:43])[CH:34]=[C:35]([C:37]([F:38])([F:39])[F:40])[CH:36]=1. The catalyst class is: 64.